From a dataset of Catalyst prediction with 721,799 reactions and 888 catalyst types from USPTO. Predict which catalyst facilitates the given reaction. (1) Reactant: [Br:1]Br.[F:3][C:4]1[CH:5]=[C:6]([CH:11]=[CH:12][C:13]=1[OH:14])[C:7]([O:9][CH3:10])=[O:8].C(Cl)Cl.C(O)(=O)C. Product: [Br:1][C:12]1[CH:11]=[C:6]([CH:5]=[C:4]([F:3])[C:13]=1[OH:14])[C:7]([O:9][CH3:10])=[O:8]. The catalyst class is: 25. (2) Reactant: [CH2:1]([N:3]1[C:8](=[O:9])[C:7]2[C:10]([CH3:16])=[C:11]([C:13](O)=[O:14])[S:12][C:6]=2[NH:5][C:4]1=[O:17])[CH3:2].C(Cl)(=O)C([Cl:21])=O. Product: [CH2:1]([N:3]1[C:8](=[O:9])[C:7]2[C:10]([CH3:16])=[C:11]([C:13]([Cl:21])=[O:14])[S:12][C:6]=2[NH:5][C:4]1=[O:17])[CH3:2]. The catalyst class is: 7. (3) Reactant: [F:1][CH:2]([CH2:12][CH2:13][C:14]1[S:15][C:16]([C:19](=[O:32])[NH:20][CH2:21][C:22]2[CH:27]=[C:26]([C:28]([F:31])([F:30])[F:29])[CH:25]=[CH:24][N:23]=2)=[N:17][N:18]=1)[CH2:3][N:4]1[CH:8]=[C:7]([C:9](O)=[O:10])[N:6]=[N:5]1.Cl.CN.[CH3:36][N:37](C(ON1N=NC2C=CC=NC1=2)=[N+](C)C)C.F[P-](F)(F)(F)(F)F.CCN(C(C)C)C(C)C. Product: [F:1][CH:2]([CH2:3][N:4]1[CH:8]=[C:7]([C:9](=[O:10])[NH:37][CH3:36])[N:6]=[N:5]1)[CH2:12][CH2:13][C:14]1[S:15][C:16]([C:19]([NH:20][CH2:21][C:22]2[CH:27]=[C:26]([C:28]([F:29])([F:30])[F:31])[CH:25]=[CH:24][N:23]=2)=[O:32])=[N:17][N:18]=1. The catalyst class is: 18. (4) Product: [Cl:1][C:2]1[CH:3]=[C:4]([CH:27]=[CH:28][CH:29]=1)[O:5][C:6]1[CH:11]=[C:10]([O:12][CH2:13][C:14]2[CH:15]=[N:16][CH:17]=[CH:18][CH:19]=2)[CH:9]=[CH:8][C:7]=1/[CH:20]=[CH:21]/[C:22]([NH:30][OH:31])=[O:23]. Reactant: [Cl:1][C:2]1[CH:3]=[C:4]([CH:27]=[CH:28][CH:29]=1)[O:5][C:6]1[CH:11]=[C:10]([O:12][CH2:13][C:14]2[CH:15]=[N:16][CH:17]=[CH:18][CH:19]=2)[CH:9]=[CH:8][C:7]=1/[CH:20]=[CH:21]/[C:22](OCC)=[O:23].[NH2:30][OH:31].O.[OH-].[Na+]. The catalyst class is: 36. (5) Reactant: O.O.[OH:3][C:4]([C:7]1[N:8]=[C:9]([CH2:52][CH2:53][CH3:54])[N:10]([CH2:15][C:16]2[CH:21]=[CH:20][C:19]([C:22]3[CH:27]=[CH:26][CH:25]=[CH:24][C:23]=3[C:28]3[N:32](C(C4C=CC=CC=4)(C4C=CC=CC=4)C4C=CC=CC=4)[N:31]=[N:30][N:29]=3)=[CH:18][CH:17]=2)[C:11]=1[C:12]([OH:14])=[O:13])([CH3:6])[CH3:5].C(=O)([O-])[O-].[K+].[K+].[I-].[K+].Cl[CH2:64][C:65]1[O:66][C:67](=[O:71])[O:68][C:69]=1[CH3:70]. Product: [CH3:54][CH2:53][CH2:52][C:9]1[N:10]([CH2:15][C:16]2[CH:21]=[CH:20][C:19]([C:22]3[CH:27]=[CH:26][CH:25]=[CH:24][C:23]=3[C:28]3[NH:32][N:31]=[N:30][N:29]=3)=[CH:18][CH:17]=2)[C:11]([C:12]([O:14][CH2:70][C:69]2[O:68][C:67](=[O:71])[O:66][C:65]=2[CH3:64])=[O:13])=[C:7]([C:4]([OH:3])([CH3:6])[CH3:5])[N:8]=1. The catalyst class is: 21. (6) Reactant: [CH2:1]([C:8]1[C:9](=[O:20])[NH:10][N:11]([C:16](=[O:19])[CH2:17][CH3:18])[C:12]=1[CH:13]([CH3:15])[CH3:14])[C:2]1[CH:7]=[CH:6][CH:5]=[CH:4][CH:3]=1.C(=O)([O-])[O-].[K+].[K+].[C:27]([O:33][C@@H:34]1[C@@H:39]([O:40][C:41](=[O:46])[C:42]([CH3:45])([CH3:44])[CH3:43])[C@H:38]([O:47][C:48](=[O:53])[C:49]([CH3:52])([CH3:51])[CH3:50])[C@@H:37]([CH2:54][O:55][C:56](=[O:61])[C:57]([CH3:60])([CH3:59])[CH3:58])[O:36][C@@H:35]1Br)(=[O:32])[C:28]([CH3:31])([CH3:30])[CH3:29]. Product: [CH2:1]([C:8]1[C:9]([O:20][C@@H:35]2[O:36][C@H:37]([CH2:54][O:55][C:56](=[O:61])[C:57]([CH3:60])([CH3:59])[CH3:58])[C@@H:38]([O:47][C:48](=[O:53])[C:49]([CH3:50])([CH3:51])[CH3:52])[C@H:39]([O:40][C:41](=[O:46])[C:42]([CH3:43])([CH3:44])[CH3:45])[C@H:34]2[O:33][C:27](=[O:32])[C:28]([CH3:31])([CH3:29])[CH3:30])=[N:10][N:11]([C:16](=[O:19])[CH2:17][CH3:18])[C:12]=1[CH:13]([CH3:14])[CH3:15])[C:2]1[CH:7]=[CH:6][CH:5]=[CH:4][CH:3]=1. The catalyst class is: 10. (7) Reactant: Cl.Cl.[CH2:3]([N:10]([CH2:31][CH2:32][N:33]([CH3:35])[CH3:34])[C:11]([CH2:13][N:14]([C:21]1[CH:22]=[CH:23][CH:24]=[C:25]2[C:30]=1[CH2:29][NH:28][CH2:27][CH2:26]2)[C:15](=[O:20])[C:16]([F:19])([F:18])[F:17])=[O:12])[C:4]1[CH:9]=[CH:8][CH:7]=[CH:6][CH:5]=1.[C:36](Cl)(=[O:39])[CH2:37][CH3:38].C([O-])(O)=O.[Na+]. Product: [CH2:3]([N:10]([CH2:31][CH2:32][N:33]([CH3:35])[CH3:34])[C:11]([CH2:13][N:14]([C:21]1[CH:22]=[CH:23][CH:24]=[C:25]2[C:30]=1[CH2:29][N:28]([C:36](=[O:39])[CH2:37][CH3:38])[CH2:27][CH2:26]2)[C:15](=[O:20])[C:16]([F:17])([F:18])[F:19])=[O:12])[C:4]1[CH:9]=[CH:8][CH:7]=[CH:6][CH:5]=1. The catalyst class is: 2.